Task: Regression/Classification. Given a drug SMILES string, predict its absorption, distribution, metabolism, or excretion properties. Task type varies by dataset: regression for continuous measurements (e.g., permeability, clearance, half-life) or binary classification for categorical outcomes (e.g., BBB penetration, CYP inhibition). Dataset: cyp1a2_veith.. Dataset: CYP1A2 inhibition data for predicting drug metabolism from PubChem BioAssay (1) The compound is CCCC(=O)Nc1nnc(Cc2ccccc2)s1. The result is 1 (inhibitor). (2) The compound is C/C(Cl)=C/CSc1nnc2n(N)c(=O)c3ccccc3n12. The result is 1 (inhibitor).